From a dataset of Forward reaction prediction with 1.9M reactions from USPTO patents (1976-2016). Predict the product of the given reaction. Given the reactants C([O-])=O.[NH4+].[NH2:5][C:6]1[N:10]([C:11]([CH3:14])([CH3:13])[CH3:12])[N:9]=[C:8]([C:15]2[CH:20]=[CH:19][C:18]([O:21]CC3C=CC=CC=3)=[CH:17][CH:16]=2)[C:7]=1[C:29]([NH2:31])=[O:30], predict the reaction product. The product is: [NH2:5][C:6]1[N:10]([C:11]([CH3:14])([CH3:13])[CH3:12])[N:9]=[C:8]([C:15]2[CH:20]=[CH:19][C:18]([OH:21])=[CH:17][CH:16]=2)[C:7]=1[C:29]([NH2:31])=[O:30].